From a dataset of Forward reaction prediction with 1.9M reactions from USPTO patents (1976-2016). Predict the product of the given reaction. (1) The product is: [NH:7]([C:26]([O:28][CH2:29][C:30]1[CH:31]=[CH:32][CH:33]=[CH:34][CH:35]=1)=[O:27])[C@H:8]([C:16]([NH:1][C@H:2]([C:4]([NH2:6])=[O:5])[CH3:3])=[O:18])[CH2:9][C:10]1[CH:11]=[CH:12][CH:13]=[CH:14][CH:15]=1. Given the reactants [NH2:1][C@H:2]([C:4]([NH2:6])=[O:5])[CH3:3].[NH:7]([C:26]([O:28][CH2:29][C:30]1[CH:35]=[CH:34][CH:33]=[CH:32][CH:31]=1)=[O:27])[C@H:8]([C:16]([O:18]CC1C=CC=CC=1)=O)[CH2:9][C:10]1[CH:15]=[CH:14][CH:13]=[CH:12][CH:11]=1.NCC(N)=O, predict the reaction product. (2) Given the reactants Br[C:2]1[C:3]([CH:11]=[O:12])=[CH:4][C:5]2[O:9][CH2:8][O:7][C:6]=2[CH:10]=1.[Cl:13][C:14]1[CH:19]=[CH:18][C:17](B(O)O)=[CH:16][CH:15]=1.C([O-])([O-])=O.[Na+].[Na+], predict the reaction product. The product is: [Cl:13][C:14]1[CH:19]=[CH:18][C:17]([C:2]2[C:3]([CH:11]=[O:12])=[CH:4][C:5]3[O:9][CH2:8][O:7][C:6]=3[CH:10]=2)=[CH:16][CH:15]=1. (3) Given the reactants OS(O)(=O)=O.[CH2:6]=[O:7].[CH3:8][C:9]1[C:18]2([CH2:20][CH2:19]2)[C@:17]([OH:22])([CH3:21])[C:15](=[O:16])[C:14]2[C:10]=1[C@@H:11](O)[C@@:12](CO)([CH3:23])[CH:13]=2, predict the reaction product. The product is: [CH3:23][C:12]1[CH:13]=[C:14]2[C:10](=[C:9]([CH3:8])[C:18]3([C@:17]([OH:22])([CH3:21])[C:15]2=[O:16])[CH2:20][CH2:19]3)[C:11]=1[CH2:6][OH:7]. (4) Given the reactants [NH3:1].Cl[C:3]1([C:16]2[C:17]([O:22][CH2:23][CH3:24])=[N:18][CH:19]=[CH:20][CH:21]=2)[C:11]2[C:6](=[CH:7][C:8]([F:14])=[C:9]([C:12]#[N:13])[CH:10]=2)[NH:5][C:4]1=[O:15].[Na+].[Cl-], predict the reaction product. The product is: [NH2:1][C:3]1([C:16]2[C:17]([O:22][CH2:23][CH3:24])=[N:18][CH:19]=[CH:20][CH:21]=2)[C:11]2[C:6](=[CH:7][C:8]([F:14])=[C:9]([C:12]#[N:13])[CH:10]=2)[NH:5][C:4]1=[O:15].